From a dataset of Retrosynthesis with 50K atom-mapped reactions and 10 reaction types from USPTO. Predict the reactants needed to synthesize the given product. (1) Given the product CCOc1cc2c(c3c1OC(C)(C)C3)C(c1ccccc1)=NC(C)(CNC(=O)CN(C)C)C2, predict the reactants needed to synthesize it. The reactants are: CCOc1cc2c(c3c1OC(C)(C)C3)C(c1ccccc1)=NC(C)(CNC(=O)CCl)C2.CNC. (2) Given the product c1cnc2c(Oc3cccc4cccnc34)cccc2c1, predict the reactants needed to synthesize it. The reactants are: Brc1cccc2cccnc12.Oc1cccc2cccnc12. (3) Given the product COCOc1cc(C)c(F)cc1C(C)(C)C, predict the reactants needed to synthesize it. The reactants are: COCCl.Cc1cc(O)c(C(C)(C)C)cc1F. (4) Given the product CCCCCCCNC(=O)N(C)c1cccc(-c2ccc(CCC(=O)OC)cc2OCc2cccc(F)c2)c1, predict the reactants needed to synthesize it. The reactants are: CCCCCCCNC(=O)N(C)c1cccc(-c2ccc(CCC(=O)OC)cc2O)c1.Fc1cccc(CBr)c1. (5) Given the product O=C(O)c1csc(Oc2ccccc2)n1, predict the reactants needed to synthesize it. The reactants are: CCOC(=O)c1csc(Oc2ccccc2)n1. (6) Given the product CCC(=O)NC1CC=C(c2cnc(NC(=O)OC(C)(C)C)c(-c3nnc(-c4ccc(CN(C)C(=O)OC(C)(C)C)cc4)o3)n2)CC1, predict the reactants needed to synthesize it. The reactants are: CCC(=O)Cl.CN(Cc1ccc(-c2nnc(-c3nc(C4=CCC(N)CC4)cnc3NC(=O)OC(C)(C)C)o2)cc1)C(=O)OC(C)(C)C.